This data is from NCI-60 drug combinations with 297,098 pairs across 59 cell lines. The task is: Regression. Given two drug SMILES strings and cell line genomic features, predict the synergy score measuring deviation from expected non-interaction effect. (1) Drug 1: COC1=C(C=C2C(=C1)N=CN=C2NC3=CC(=C(C=C3)F)Cl)OCCCN4CCOCC4. Drug 2: CC1C(C(CC(O1)OC2CC(CC3=C2C(=C4C(=C3O)C(=O)C5=C(C4=O)C(=CC=C5)OC)O)(C(=O)CO)O)N)O.Cl. Cell line: SNB-75. Synergy scores: CSS=59.6, Synergy_ZIP=2.04, Synergy_Bliss=3.85, Synergy_Loewe=-1.82, Synergy_HSA=7.94. (2) Drug 1: C1CC(=O)NC(=O)C1N2CC3=C(C2=O)C=CC=C3N. Drug 2: C(CN)CNCCSP(=O)(O)O. Cell line: COLO 205. Synergy scores: CSS=4.69, Synergy_ZIP=0.395, Synergy_Bliss=3.64, Synergy_Loewe=1.49, Synergy_HSA=2.63. (3) Drug 1: CS(=O)(=O)CCNCC1=CC=C(O1)C2=CC3=C(C=C2)N=CN=C3NC4=CC(=C(C=C4)OCC5=CC(=CC=C5)F)Cl. Drug 2: COCCOC1=C(C=C2C(=C1)C(=NC=N2)NC3=CC=CC(=C3)C#C)OCCOC.Cl. Cell line: A549. Synergy scores: CSS=9.78, Synergy_ZIP=-0.752, Synergy_Bliss=0.479, Synergy_Loewe=2.78, Synergy_HSA=3.32. (4) Drug 1: CCCCC(=O)OCC(=O)C1(CC(C2=C(C1)C(=C3C(=C2O)C(=O)C4=C(C3=O)C=CC=C4OC)O)OC5CC(C(C(O5)C)O)NC(=O)C(F)(F)F)O. Synergy scores: CSS=41.4, Synergy_ZIP=-6.02, Synergy_Bliss=-6.01, Synergy_Loewe=-5.93, Synergy_HSA=-5.79. Drug 2: CC(C)CN1C=NC2=C1C3=CC=CC=C3N=C2N. Cell line: 786-0. (5) Drug 2: C1=NNC2=C1C(=O)NC=N2. Cell line: MDA-MB-231. Synergy scores: CSS=-5.33, Synergy_ZIP=3.27, Synergy_Bliss=1.32, Synergy_Loewe=-4.32, Synergy_HSA=-3.19. Drug 1: CN(C)N=NC1=C(NC=N1)C(=O)N. (6) Drug 1: CC1CC2CCC3C(=C)CC(O3)CCC45CC6C(O4)C7C(O6)C(O5)C8C(O7)CCC(O8)CC(=O)CC9C(CC(C1=C)O2)OC(C9OC)CC(CN)O.CS(=O)(=O)O. Drug 2: CC1C(C(CC(O1)OC2CC(CC3=C2C(=C4C(=C3O)C(=O)C5=C(C4=O)C(=CC=C5)OC)O)(C(=O)CO)O)N)O.Cl. Cell line: UACC-257. Synergy scores: CSS=36.1, Synergy_ZIP=-4.95, Synergy_Bliss=-4.27, Synergy_Loewe=-0.333, Synergy_HSA=0.500. (7) Drug 1: CN1C(=O)N2C=NC(=C2N=N1)C(=O)N. Drug 2: CN1C2=C(C=C(C=C2)N(CCCl)CCCl)N=C1CCCC(=O)O.Cl. Cell line: HS 578T. Synergy scores: CSS=3.09, Synergy_ZIP=-1.14, Synergy_Bliss=-1.81, Synergy_Loewe=-1.04, Synergy_HSA=-1.52. (8) Drug 1: CCC1(CC2CC(C3=C(CCN(C2)C1)C4=CC=CC=C4N3)(C5=C(C=C6C(=C5)C78CCN9C7C(C=CC9)(C(C(C8N6C)(C(=O)OC)O)OC(=O)C)CC)OC)C(=O)OC)O. Drug 2: C1CC(C1)(C2=CC=C(C=C2)C3=C(C=C4C(=N3)C=CN5C4=NNC5=O)C6=CC=CC=C6)N. Cell line: OVCAR3. Synergy scores: CSS=61.6, Synergy_ZIP=-2.48, Synergy_Bliss=-3.85, Synergy_Loewe=-1.10, Synergy_HSA=2.06. (9) Drug 1: CC(C)(C#N)C1=CC(=CC(=C1)CN2C=NC=N2)C(C)(C)C#N. Drug 2: CC1C(C(CC(O1)OC2CC(CC3=C2C(=C4C(=C3O)C(=O)C5=CC=CC=C5C4=O)O)(C(=O)C)O)N)O. Cell line: UO-31. Synergy scores: CSS=49.0, Synergy_ZIP=-0.294, Synergy_Bliss=1.62, Synergy_Loewe=0.0366, Synergy_HSA=2.97. (10) Drug 1: C1=CC(=CC=C1CCCC(=O)O)N(CCCl)CCCl. Drug 2: C1CN(CCN1C(=O)CCBr)C(=O)CCBr. Cell line: MOLT-4. Synergy scores: CSS=86.8, Synergy_ZIP=5.06, Synergy_Bliss=4.34, Synergy_Loewe=3.72, Synergy_HSA=6.41.